From a dataset of Catalyst prediction with 721,799 reactions and 888 catalyst types from USPTO. Predict which catalyst facilitates the given reaction. (1) Reactant: [F:1][C:2]1[CH:31]=[CH:30][C:5]([O:6][C:7]2[CH:8]=[C:9]([CH:24]=[C:25]([N+:27]([O-])=O)[CH:26]=2)[O:10][C:11]2[CH:16]=[CH:15][C:14]([C:17]([CH3:23])([CH3:22])[C:18]([O:20][CH3:21])=[O:19])=[CH:13][CH:12]=2)=[CH:4][CH:3]=1.CO. Product: [NH2:27][C:25]1[CH:24]=[C:9]([CH:8]=[C:7]([O:6][C:5]2[CH:4]=[CH:3][C:2]([F:1])=[CH:31][CH:30]=2)[CH:26]=1)[O:10][C:11]1[CH:16]=[CH:15][C:14]([C:17]([CH3:22])([CH3:23])[C:18]([O:20][CH3:21])=[O:19])=[CH:13][CH:12]=1. The catalyst class is: 13. (2) Reactant: Cl.[NH:2]1[CH2:7][CH2:6][O:5][CH:4]([CH2:8][N:9]2[C:13]3[CH:14]=[CH:15][CH:16]=[CH:17][C:12]=3[N:11]([C:18]3[CH:23]=[CH:22][CH:21]=[CH:20][CH:19]=3)[S:10]2(=[O:25])=[O:24])[CH2:3]1.C=O.[C:28]([BH3-])#N.[Na+].C(=O)(O)[O-].[Na+]. Product: [CH3:28][N:2]1[CH2:7][CH2:6][O:5][CH:4]([CH2:8][N:9]2[C:13]3[CH:14]=[CH:15][CH:16]=[CH:17][C:12]=3[N:11]([C:18]3[CH:19]=[CH:20][CH:21]=[CH:22][CH:23]=3)[S:10]2(=[O:25])=[O:24])[CH2:3]1. The catalyst class is: 24.